From a dataset of Catalyst prediction with 721,799 reactions and 888 catalyst types from USPTO. Predict which catalyst facilitates the given reaction. (1) Reactant: C(N)C=C.C(N)C(=C)C.NC1C=CC(C=C)=CC=1.C(NC1C=CC=CC=1)=C.[CH:28]1[C:50]2=[C:51]3[C:31]4[C:32]([CH:44]=[CH:45][C:46]3=[C:47]([S:53]([O-:56])(=[O:55])=[O:54])[CH:48]=[C:49]2[OH:52])=[C:33]([S:40]([O-:43])(=[O:42])=[O:41])[CH:34]=[C:35]([S:36]([O-:39])(=[O:38])=[O:37])[C:30]=4[CH:29]=1.[Na+:57].[Na+].[Na+].S(Cl)(Cl)(=O)=O.[OH-].[Na+]. Product: [CH:28]1[C:50]2=[C:51]3[C:31]4[C:32]([CH:44]=[CH:45][C:46]3=[C:47]([S:53]([O-:56])(=[O:55])=[O:54])[CH:48]=[C:49]2[OH:52])=[C:33]([S:40]([O-:43])(=[O:42])=[O:41])[CH:34]=[C:35]([S:36]([O-:39])(=[O:37])=[O:38])[C:30]=4[CH:29]=1.[Na+:57].[Na+:57].[Na+:57]. The catalyst class is: 21. (2) Reactant: O.[C:2]1(C)C=CC(S(O)(=O)=O)=CC=1.[F:13][C:14]([F:43])([CH:33]([O:37]C(=O)C(C)=C)[CH:34](C)C)[C:15]([O:17][CH2:18]CC(F)(F)C(F)(F)C(F)(F)C(F)(F)F)=[O:16].C(=O)([O-])O.[Na+]. Product: [F:43][C:14]([F:13])([C:33]([OH:37])([CH3:34])[CH3:2])[C:15]([O:17][CH3:18])=[O:16]. The catalyst class is: 5. (3) Reactant: [CH2:1]([OH:4])[CH2:2][OH:3].[ClH:5].ClC1C=CC([C@H:13]([NH2:22])[C:14]2[CH:19]=[CH:18][C:17]([CH:20]=O)=[CH:16][CH:15]=2)=CC=1.O.[C:24]1(C)[CH:29]=[CH:28][C:27](S(O)(=O)=O)=[CH:26][CH:25]=1. Product: [Cl:5][C:24]1[CH:29]=[CH:28][C:27]([NH:22][CH2:13][C:14]2[CH:15]=[CH:16][C:17]([CH:20]3[O:4][CH2:1][CH2:2][O:3]3)=[CH:18][CH:19]=2)=[CH:26][CH:25]=1. The catalyst class is: 11. (4) The catalyst class is: 3. Product: [C:4]1([CH2:9][C:10]2[O:12][N:73]=[C:55]([CH2:56][C:57]([NH:59][C:60]3[CH:72]=[CH:71][CH:70]=[CH:69][C:61]=3[C:62]([OH:64])=[O:63])=[O:58])[N:54]=2)[CH:3]=[CH:8][CH:7]=[CH:6][CH:5]=1. Reactant: CO[C:3]1[CH:8]=[CH:7][CH:6]=[CH:5][C:4]=1[CH2:9][C:10]([OH:12])=O.C(N(C(C)C)C(C)C)C.F[B-](F)(F)F.N1(C(N(C)C)=[N+](C)C)C2C=CC=CC=2N=N1.N1(O)C2C=CC=CC=2N=N1.O[NH:54]/[C:55](=[N:73]\[H])/[CH2:56][C:57]([NH:59][C:60]1[CH:72]=[CH:71][CH:70]=[CH:69][C:61]=1[C:62]([O:64]C(C)(C)C)=[O:63])=[O:58]. (5) Reactant: C([O:3][C:4](=[O:29])[CH:5]([C:27]#[N:28])[CH2:6][C:7]1[CH:12]=[CH:11][C:10]([O:13][CH2:14][CH2:15][C:16]2[CH:21]=[CH:20][C:19]([O:22][S:23]([CH3:26])(=[O:25])=[O:24])=[CH:18][CH:17]=2)=[CH:9][CH:8]=1)C.O.[OH-].[Li+].CO. Product: [C:27]([CH:5]([CH2:6][C:7]1[CH:8]=[CH:9][C:10]([O:13][CH2:14][CH2:15][C:16]2[CH:21]=[CH:20][C:19]([O:22][S:23]([CH3:26])(=[O:25])=[O:24])=[CH:18][CH:17]=2)=[CH:11][CH:12]=1)[C:4]([OH:29])=[O:3])#[N:28]. The catalyst class is: 132. (6) Reactant: C([O:5][C:6]([CH:8]1[CH:12]([C:13]2[S:17][C:16]3[CH:18]=[CH:19][CH:20]=[CH:21][C:15]=3[CH:14]=2)[CH2:11][N:10]([CH:22]([C:24]2[CH:29]=[CH:28][CH:27]=[CH:26][CH:25]=2)[CH3:23])[CH2:9]1)=[O:7])(C)(C)C.C(O)(C(F)(F)F)=O. Product: [S:17]1[C:13]([CH:12]2[CH2:11][N:10]([CH:22]([C:24]3[CH:29]=[CH:28][CH:27]=[CH:26][CH:25]=3)[CH3:23])[CH2:9][CH:8]2[C:6]([OH:7])=[O:5])=[CH:14][C:15]2[CH:21]=[CH:20][CH:19]=[CH:18][C:16]1=2. The catalyst class is: 4. (7) Reactant: ClCS([NH:6]C1C=C2C(=CC=1)C=NC=C2)(=O)=O.N[C:18]1[CH:19]=[C:20]([CH:25]=[CH:26][CH:27]=1)[C:21]([NH:23][CH3:24])=[O:22]. Product: [NH3:6].[CH3:24][NH:23][C:21](=[O:22])[C:20]1[CH:25]=[CH:26][CH:27]=[CH:18][CH:19]=1. The catalyst class is: 5.